From a dataset of Peptide-MHC class II binding affinity with 134,281 pairs from IEDB. Regression. Given a peptide amino acid sequence and an MHC pseudo amino acid sequence, predict their binding affinity value. This is MHC class II binding data. (1) The peptide sequence is FLATRIFGRRSIPVN. The MHC is DRB3_0301 with pseudo-sequence DRB3_0301. The binding affinity (normalized) is 0.650. (2) The peptide sequence is YEVRAELPGVDPDKD. The MHC is DRB1_1501 with pseudo-sequence DRB1_1501. The binding affinity (normalized) is 0. (3) The peptide sequence is EKAYFAATQFEPLAA. The MHC is DRB1_1001 with pseudo-sequence DRB1_1001. The binding affinity (normalized) is 0.608. (4) The peptide sequence is DFHPGAGKTRRFLPQ. The MHC is HLA-DQA10102-DQB10501 with pseudo-sequence HLA-DQA10102-DQB10501. The binding affinity (normalized) is 0.299. (5) The peptide sequence is YNTDGSTDYGILQINSR. The MHC is HLA-DPA10201-DPB10501 with pseudo-sequence HLA-DPA10201-DPB10501. The binding affinity (normalized) is 0. (6) The peptide sequence is EKKYQAATQFEPLAA. The MHC is DRB1_0701 with pseudo-sequence DRB1_0701. The binding affinity (normalized) is 0.517.